From a dataset of Full USPTO retrosynthesis dataset with 1.9M reactions from patents (1976-2016). Predict the reactants needed to synthesize the given product. (1) Given the product [OH:8][CH2:9][C:10]1[CH:15]=[CH:14][N:13]2[N:16]=[CH:17][C:18]([C:19]([O:21][CH3:22])=[O:20])=[C:12]2[CH:11]=1, predict the reactants needed to synthesize it. The reactants are: [Si]([O:8][CH2:9][C:10]1[CH:15]=[CH:14][N:13]2[N:16]=[CH:17][C:18]([C:19]([O:21][CH3:22])=[O:20])=[C:12]2[CH:11]=1)(C(C)(C)C)(C)C.CCCC[N+](CCCC)(CCCC)CCCC.[F-].C(OCC)(=O)C. (2) Given the product [CH3:18][N:15]1[C:14]([C:19](=[O:20])[NH:36][CH:34]2[CH2:35][N:32]([CH3:31])[CH2:33]2)=[C:13]([NH:12][C:10]([C:8]2[C:7]([NH:22][C:23]3[CH:24]=[N:25][CH:26]=[N:27][CH:28]=3)=[N:6][CH:5]=[C:4]([CH:1]3[CH2:3][CH2:2]3)[N:9]=2)=[O:11])[CH:17]=[N:16]1, predict the reactants needed to synthesize it. The reactants are: [CH:1]1([C:4]2[N:9]=[C:8]([C:10]([NH:12][C:13]3[CH:17]=[N:16][N:15]([CH3:18])[C:14]=3[C:19](O)=[O:20])=[O:11])[C:7]([NH:22][C:23]3[CH:24]=[N:25][CH:26]=[N:27][CH:28]=3)=[N:6][CH:5]=2)[CH2:3][CH2:2]1.Cl.Cl.[CH3:31][N:32]1[CH2:35][CH:34]([NH2:36])[CH2:33]1.